From a dataset of Forward reaction prediction with 1.9M reactions from USPTO patents (1976-2016). Predict the product of the given reaction. (1) Given the reactants [Br:1][C:2]1[CH:3]=[C:4]2[C:9](=[CH:10][CH:11]=1)[N:8]=[CH:7][C:6]([C:12](=[O:14])[CH3:13])=[C:5]2Cl.[NH2:16][C:17]1[CH:18]=[CH:19][C:20]([N:23]2[CH2:28][CH2:27][CH2:26][CH:25]([NH:29][C:30](=[O:36])[O:31][C:32]([CH3:35])([CH3:34])[CH3:33])[CH2:24]2)=[N:21][CH:22]=1, predict the reaction product. The product is: [C:12]([C:6]1[CH:7]=[N:8][C:9]2[C:4]([C:5]=1[NH:16][C:17]1[CH:18]=[CH:19][C:20]([N:23]3[CH2:28][CH2:27][CH2:26][CH:25]([NH:29][C:30](=[O:36])[O:31][C:32]([CH3:34])([CH3:33])[CH3:35])[CH2:24]3)=[N:21][CH:22]=1)=[CH:3][C:2]([Br:1])=[CH:11][CH:10]=2)(=[O:14])[CH3:13]. (2) Given the reactants [CH3:1][O:2][C:3]([C:5]1[C:14]2[C:9](=[CH:10][C:11]([O:16][CH3:17])=[C:12]([OH:15])[CH:13]=2)[C:8](=[O:18])[N:7]([CH2:19][CH3:20])[CH:6]=1)=[O:4].C1C=CC(P(C2C=CC=CC=2)C2C=CC=CC=2)=CC=1.CCOC(/N=N/C(OCC)=O)=O.[N:52]1[C:61]2[C:56](=[CH:57][CH:58]=[CH:59][CH:60]=2)[CH:55]=[CH:54][C:53]=1[CH2:62][CH2:63][CH2:64]O, predict the reaction product. The product is: [CH3:1][O:2][C:3]([C:5]1[C:14]2[C:9](=[CH:10][C:11]([O:16][CH3:17])=[C:12]([O:15][CH2:64][CH2:63][CH2:62][C:53]3[CH:54]=[CH:55][C:56]4[C:61](=[CH:60][CH:59]=[CH:58][CH:57]=4)[N:52]=3)[CH:13]=2)[C:8](=[O:18])[N:7]([CH2:19][CH3:20])[CH:6]=1)=[O:4]. (3) Given the reactants F[P-](F)(F)(F)(F)F.N1(O[P+](N(C)C)(N(C)C)N(C)C)C2C=CC=CC=2N=N1.[NH2:28][C@H:29]1[CH2:34][CH2:33][C@H:32]([NH:35][C:36]2[CH:37]=[C:38]([N:55](CC3C=CC(OC)=CC=3)[C:56]3[CH:61]=[CH:60][CH:59]=[CH:58][N:57]=3)[C:39]3[N:40]([C:42]([C:45]([NH:47][C:48]4[CH:53]=[CH:52][N:51]=[C:50]([F:54])[CH:49]=4)=[O:46])=[CH:43][N:44]=3)[N:41]=2)[CH2:31][CH2:30]1.CCN(C(C)C)C(C)C.C(OC([NH:87][C@H:88]([CH3:92])[C:89](O)=[O:90])=O)(C)(C)C.C(O)(C(F)(F)F)=O, predict the reaction product. The product is: [NH2:87][C@@H:88]([C:89]([NH:28][C@H:29]1[CH2:30][CH2:31][C@H:32]([NH:35][C:36]2[CH:37]=[C:38]([NH:55][C:56]3[CH:61]=[CH:60][CH:59]=[CH:58][N:57]=3)[C:39]3[N:40]([C:42]([C:45]([NH:47][C:48]4[CH:53]=[CH:52][N:51]=[C:50]([F:54])[CH:49]=4)=[O:46])=[CH:43][N:44]=3)[N:41]=2)[CH2:33][CH2:34]1)=[O:90])[CH3:92].